This data is from NCI-60 drug combinations with 297,098 pairs across 59 cell lines. The task is: Regression. Given two drug SMILES strings and cell line genomic features, predict the synergy score measuring deviation from expected non-interaction effect. (1) Drug 1: C1=CN(C(=O)N=C1N)C2C(C(C(O2)CO)O)O.Cl. Synergy scores: CSS=36.1, Synergy_ZIP=-7.53, Synergy_Bliss=-5.65, Synergy_Loewe=-5.31, Synergy_HSA=2.24. Drug 2: CC1=C(C(CCC1)(C)C)C=CC(=CC=CC(=CC(=O)O)C)C. Cell line: MALME-3M. (2) Drug 1: CC1C(C(=O)NC(C(=O)N2CCCC2C(=O)N(CC(=O)N(C(C(=O)O1)C(C)C)C)C)C(C)C)NC(=O)C3=C4C(=C(C=C3)C)OC5=C(C(=O)C(=C(C5=N4)C(=O)NC6C(OC(=O)C(N(C(=O)CN(C(=O)C7CCCN7C(=O)C(NC6=O)C(C)C)C)C)C(C)C)C)N)C. Drug 2: CCN(CC)CCCC(C)NC1=C2C=C(C=CC2=NC3=C1C=CC(=C3)Cl)OC. Cell line: NCI-H460. Synergy scores: CSS=47.1, Synergy_ZIP=-1.02, Synergy_Bliss=1.10, Synergy_Loewe=-37.9, Synergy_HSA=0.143. (3) Drug 1: C1C(C(OC1N2C=NC3=C(N=C(N=C32)Cl)N)CO)O. Drug 2: C1=NC2=C(N1)C(=S)N=CN2. Cell line: SF-268. Synergy scores: CSS=38.6, Synergy_ZIP=-1.71, Synergy_Bliss=-1.12, Synergy_Loewe=-9.00, Synergy_HSA=0.142. (4) Drug 1: CC1=C(C(=CC=C1)Cl)NC(=O)C2=CN=C(S2)NC3=CC(=NC(=N3)C)N4CCN(CC4)CCO. Drug 2: COCCOC1=C(C=C2C(=C1)C(=NC=N2)NC3=CC=CC(=C3)C#C)OCCOC.Cl. Cell line: OVCAR-4. Synergy scores: CSS=8.30, Synergy_ZIP=-5.94, Synergy_Bliss=-4.67, Synergy_Loewe=0.435, Synergy_HSA=0.495.